This data is from Reaction yield outcomes from USPTO patents with 853,638 reactions. The task is: Predict the reaction yield, written as a fraction of the theoretical maximum amount of product (1.0 means a 100% yield; for example, 0.34 means a 34% yield). (1) The reactants are C([O:8][NH:9][C:10](=[O:33])[C@:11]([N:17]([C:19]([C:21]1[CH:26]=[CH:25][C:24]([C:27]2[CH:32]=[CH:31][CH:30]=[CH:29][CH:28]=2)=[CH:23][CH:22]=1)=[O:20])[CH3:18])([CH3:16])[C:12]([NH:14][CH3:15])=[O:13])C1C=CC=CC=1.[H][H]. The catalyst is [Pd].CO. The product is [C:24]1([C:27]2[CH:28]=[CH:29][CH:30]=[CH:31][CH:32]=2)[CH:23]=[CH:22][C:21]([C:19]([N:17]([CH3:18])[C@@:11]([CH3:16])([C:12]([NH:14][CH3:15])=[O:13])[C:10]([NH:9][OH:8])=[O:33])=[O:20])=[CH:26][CH:25]=1. The yield is 0.270. (2) The catalyst is C(Cl)Cl. The reactants are [CH:1]1([CH2:6][C:7]([OH:9])=O)[CH2:5][CH2:4][CH2:3][CH2:2]1.C(N(C(C)C)CC)(C)C.Cl.CN(C)CCCN=C=NCC.[C:31]([O:35][C:36]([N:38]1[CH2:43][CH2:42][CH:41]([NH:44][C:45]2[C:50]([NH2:51])=[CH:49][N:48]=[C:47]3[N:52]([S:55]([C:58]4[CH:63]=[CH:62][CH:61]=[CH:60][CH:59]=4)(=[O:57])=[O:56])[CH:53]=[CH:54][C:46]=23)[CH2:40][CH2:39]1)=[O:37])([CH3:34])([CH3:33])[CH3:32]. The yield is 0.400. The product is [C:31]([O:35][C:36]([N:38]1[CH2:39][CH2:40][CH:41]([NH:44][C:45]2[C:50]([NH:51][C:7](=[O:9])[CH2:6][CH:1]3[CH2:2][CH2:3][CH2:4][CH2:5]3)=[CH:49][N:48]=[C:47]3[N:52]([S:55]([C:58]4[CH:63]=[CH:62][CH:61]=[CH:60][CH:59]=4)(=[O:56])=[O:57])[CH:53]=[CH:54][C:46]=23)[CH2:42][CH2:43]1)=[O:37])([CH3:34])([CH3:32])[CH3:33]. (3) The reactants are [CH:1]1([N:7]2[CH2:11][CH2:10][CH2:9][C:8]2=[O:12])[CH2:6][CH2:5][CH2:4][CH2:3][CH2:2]1.[Li+].CC([N-]C(C)C)C.[Br:21][C:22]1[CH:27]=[CH:26][C:25]([CH2:28]Br)=[C:24]([Cl:30])[CH:23]=1. No catalyst specified. The product is [Br:21][C:22]1[CH:27]=[CH:26][C:25]([CH2:28][CH:9]2[CH2:10][CH2:11][N:7]([CH:1]3[CH2:2][CH2:3][CH2:4][CH2:5][CH2:6]3)[C:8]2=[O:12])=[C:24]([Cl:30])[CH:23]=1. The yield is 0.660. (4) The reactants are Br[C:2]1[N:7]=[C:6]([N:8]2[CH2:13][CH2:12][N:11]3[N:14]=[C:15]([CH2:17][O:18][C:19]4[CH:24]=[CH:23][CH:22]=[CH:21][CH:20]=4)[CH:16]=[C:10]3[C:9]2=[O:25])[CH:5]=[CH:4][CH:3]=1.B1([C:35]2[CH2:40][CH2:39][N:38]([C:41]([O:43][C:44]([CH3:47])([CH3:46])[CH3:45])=[O:42])[CH2:37][CH:36]=2)OC(C)(C)C(C)(C)O1.C(=O)([O-])[O-].[K+].[K+]. The catalyst is O1CCOCC1.CN(C=O)C.O.C1C=CC([P]([Pd]([P](C2C=CC=CC=2)(C2C=CC=CC=2)C2C=CC=CC=2)([P](C2C=CC=CC=2)(C2C=CC=CC=2)C2C=CC=CC=2)[P](C2C=CC=CC=2)(C2C=CC=CC=2)C2C=CC=CC=2)(C2C=CC=CC=2)C2C=CC=CC=2)=CC=1. The product is [C:44]([O:43][C:41]([N:38]1[CH2:37][CH:36]=[C:35]([C:2]2[CH:3]=[CH:4][CH:5]=[C:6]([N:8]3[CH2:13][CH2:12][N:11]4[N:14]=[C:15]([CH2:17][O:18][C:19]5[CH:24]=[CH:23][CH:22]=[CH:21][CH:20]=5)[CH:16]=[C:10]4[C:9]3=[O:25])[N:7]=2)[CH2:40][CH2:39]1)=[O:42])([CH3:47])([CH3:45])[CH3:46]. The yield is 0.810. (5) The reactants are Cl.[Cl:2][C:3]1[CH:12]=[C:11]2[C:6]([C:7]([CH2:13][NH2:14])=[CH:8][CH2:9][O:10]2)=[CH:5][CH:4]=1. The catalyst is [Ni].CO.CC(O)=O. The product is [ClH:2].[Cl:2][C:3]1[CH:12]=[C:11]2[C:6]([CH:7]([CH2:13][NH2:14])[CH2:8][CH2:9][O:10]2)=[CH:5][CH:4]=1. The yield is 0.560. (6) The reactants are Cl[S:2]([C:5]1[CH:6]=[C:7]2[C:11](=[CH:12][CH:13]=1)[NH:10][C:9](=[O:14])[CH2:8]2)(=[O:4])=[O:3].[CH3:15][NH2:16]. The catalyst is O1CCCC1. The product is [CH3:15][NH:16][S:2]([C:5]1[CH:6]=[C:7]2[C:11](=[CH:12][CH:13]=1)[NH:10][C:9](=[O:14])[CH2:8]2)(=[O:4])=[O:3]. The yield is 0.880. (7) The reactants are [OH:1][C:2]1[C:3]([CH2:15][CH:16]=[C:17]([CH3:20])[CH2:18][OH:19])=[C:4]([O:13][CH3:14])[C:5]([CH3:12])=[C:6]2[C:10]=1[C:9](=[O:11])[O:8][CH2:7]2.Br[CH2:22][P:23](=[O:32])([O:28][CH:29]([CH3:31])[CH3:30])[O:24][CH:25]([CH3:27])[CH3:26].CC(C)([O-])C.[Li+]. The catalyst is CN(C=O)C. The product is [CH:29]([O:28][P:23]([CH2:22][O:19][CH2:18][C:17]([CH3:20])=[CH:16][CH2:15][C:3]1[C:2]([OH:1])=[C:10]2[C:6](=[C:5]([CH3:12])[C:4]=1[O:13][CH3:14])[CH2:7][O:8][C:9]2=[O:11])(=[O:32])[O:24][CH:25]([CH3:27])[CH3:26])([CH3:31])[CH3:30]. The yield is 0.320.